Dataset: NCI-60 drug combinations with 297,098 pairs across 59 cell lines. Task: Regression. Given two drug SMILES strings and cell line genomic features, predict the synergy score measuring deviation from expected non-interaction effect. (1) Drug 1: CC12CCC3C(C1CCC2O)C(CC4=C3C=CC(=C4)O)CCCCCCCCCS(=O)CCCC(C(F)(F)F)(F)F. Drug 2: CCN(CC)CCCC(C)NC1=C2C=C(C=CC2=NC3=C1C=CC(=C3)Cl)OC. Cell line: SF-268. Synergy scores: CSS=14.6, Synergy_ZIP=-1.84, Synergy_Bliss=-1.05, Synergy_Loewe=-10.9, Synergy_HSA=-5.66. (2) Drug 1: C1CN(P(=O)(OC1)NCCCl)CCCl. Drug 2: CCC1(C2=C(COC1=O)C(=O)N3CC4=CC5=C(C=CC(=C5CN(C)C)O)N=C4C3=C2)O.Cl. Cell line: UACC62. Synergy scores: CSS=48.9, Synergy_ZIP=-2.09, Synergy_Bliss=-4.92, Synergy_Loewe=-63.8, Synergy_HSA=-4.58.